From a dataset of Peptide-MHC class I binding affinity with 185,985 pairs from IEDB/IMGT. Regression. Given a peptide amino acid sequence and an MHC pseudo amino acid sequence, predict their binding affinity value. This is MHC class I binding data. (1) The peptide sequence is PLRPMTYR. The MHC is HLA-B18:01 with pseudo-sequence HLA-B18:01. The binding affinity (normalized) is 0. (2) The peptide sequence is KMFNRASYF. The MHC is HLA-C07:01 with pseudo-sequence HLA-C07:01. The binding affinity (normalized) is 0.610. (3) The peptide sequence is EPWDEWVV. The MHC is Mamu-B08 with pseudo-sequence Mamu-B08. The binding affinity (normalized) is 0. (4) The peptide sequence is QRSTLERTSKASLER. The MHC is HLA-A29:02 with pseudo-sequence HLA-A29:02. The binding affinity (normalized) is 0.00596. (5) The peptide sequence is KPGPAKFSL. The MHC is HLA-A02:12 with pseudo-sequence HLA-A02:12. The binding affinity (normalized) is 0.0847. (6) The peptide sequence is IVRQGIRQL. The MHC is HLA-A31:01 with pseudo-sequence HLA-A31:01. The binding affinity (normalized) is 0.0847.